From a dataset of Forward reaction prediction with 1.9M reactions from USPTO patents (1976-2016). Predict the product of the given reaction. (1) Given the reactants C1(C[O:8][C:9]2[CH:14]=[C:13]([O:15]CC3C=CC=CC=3)[CH:12]=[CH:11][C:10]=2[NH:23][C:24](=[O:29])[C:25]([F:28])([F:27])[F:26])C=CC=CC=1.[H][H], predict the reaction product. The product is: [OH:8][C:9]1[CH:14]=[C:13]([OH:15])[CH:12]=[CH:11][C:10]=1[NH:23][C:24](=[O:29])[C:25]([F:26])([F:27])[F:28]. (2) Given the reactants [Cl:1][C:2]1[CH:7]=[C:6]([Cl:8])[CH:5]=[CH:4][C:3]=1[S:9][C:10]1[S:14][C:13]([C:15](=[O:17])[CH3:16])=[CH:12][C:11]=1[N+:18]([O-])=O.C(O)C.[Cl-].[NH4+], predict the reaction product. The product is: [NH2:18][C:11]1[CH:12]=[C:13]([C:15](=[O:17])[CH3:16])[S:14][C:10]=1[S:9][C:3]1[CH:4]=[CH:5][C:6]([Cl:8])=[CH:7][C:2]=1[Cl:1].